Dataset: Forward reaction prediction with 1.9M reactions from USPTO patents (1976-2016). Task: Predict the product of the given reaction. (1) Given the reactants [CH3:1][N:2]1[C:15]2[CH:14]=[C:13]([CH:16]([CH2:26][CH:27]3[CH2:32][CH2:31][C:30](=O)[CH2:29][CH2:28]3)[C:17]([NH:19][C:20]3[CH:24]=[CH:23][N:22]([CH3:25])[N:21]=3)=[O:18])[CH:12]=[CH:11][C:10]=2[S:9](=[O:35])(=[O:34])[C:8]2[C:3]1=[CH:4][CH:5]=[CH:6][CH:7]=2.Cl.[NH2:37][OH:38], predict the reaction product. The product is: [OH:38][N:37]=[C:30]1[CH2:31][CH2:32][CH:27]([CH2:26][CH:16]([C:13]2[CH:12]=[CH:11][C:10]3[S:9](=[O:34])(=[O:35])[C:8]4[C:3](=[CH:4][CH:5]=[CH:6][CH:7]=4)[N:2]([CH3:1])[C:15]=3[CH:14]=2)[C:17]([NH:19][C:20]2[CH:24]=[CH:23][N:22]([CH3:25])[N:21]=2)=[O:18])[CH2:28][CH2:29]1. (2) Given the reactants [CH:1](=[N:8]/[OH:9])\[C:2]1[CH:7]=[CH:6][CH:5]=[CH:4][CH:3]=1.[C:10]([O:14][CH3:15])(=[O:13])[C:11]#[CH:12].[Cl-].[K+].OOS([O-])=O.[K+], predict the reaction product. The product is: [C:2]1([C:1]2[CH:12]=[C:11]([C:10]([O:14][CH3:15])=[O:13])[O:9][N:8]=2)[CH:7]=[CH:6][CH:5]=[CH:4][CH:3]=1. (3) Given the reactants [Si:1]([O:8][CH2:9][CH2:10][NH:11][C:12]1[C:21]2[C:16](=[CH:17][CH:18]=[CH:19][N:20]=2)[N:15]=[CH:14][C:13]=1[NH2:22])([C:4]([CH3:7])([CH3:6])[CH3:5])([CH3:3])[CH3:2].C(N(CC)CC)C.[CH2:30]([O:32][CH2:33][C:34](Cl)=O)[CH3:31], predict the reaction product. The product is: [Si:1]([O:8][CH2:9][CH2:10][N:11]1[C:12]2[C:21]3[N:20]=[CH:19][CH:18]=[CH:17][C:16]=3[N:15]=[CH:14][C:13]=2[N:22]=[C:31]1[CH2:30][O:32][CH2:33][CH3:34])([C:4]([CH3:7])([CH3:5])[CH3:6])([CH3:3])[CH3:2]. (4) Given the reactants [C@@H:1]12[CH2:7][C@@H:4]([CH2:5][CH2:6]1)[CH2:3][C@H:2]2[N:8]1[CH2:13][CH2:12][CH:11]([C:14]2[CH:19]=[CH:18][CH:17]=[CH:16][C:15]=2[OH:20])[CH2:10][CH2:9]1.C([O-])([O-])=O.[K+].[K+].Cl[CH2:28][C:29](=[O:31])[CH3:30].N[C@H](C(O)=O)CC1C=C2C(C=CC=C2)=CC=1, predict the reaction product. The product is: [C@@H:1]12[CH2:7][C@@H:4]([CH2:5][CH2:6]1)[CH2:3][C@H:2]2[N:8]1[CH2:9][CH2:10][CH:11]([C:14]2[CH:19]=[CH:18][CH:17]=[CH:16][C:15]=2[O:20][CH2:28][C:29](=[O:31])[CH3:30])[CH2:12][CH2:13]1. (5) Given the reactants [C:1]([NH:5][C:6]1[CH:7]=[C:8]([CH:33]=[CH:34][CH:35]=1)[C:9]([NH:11][C:12]1[CH:17]=[C:16]([C:18]2[NH:26][C:25]3[C:24]4([CH2:31][CH2:30][CH2:29][NH:28][CH2:27]4)[CH2:23][NH:22][C:21](=[O:32])[C:20]=3[CH:19]=2)[CH:15]=[CH:14][N:13]=1)=[O:10])(=[O:4])[CH:2]=[CH2:3].[N+](C1C([C:48]([F:51])([F:50])[F:49])=NC=C(C=1)C(N)=O)([O-])=O, predict the reaction product. The product is: [C:1]([NH:5][C:6]1[CH:7]=[C:8]([CH:33]=[CH:34][C:35]=1[C:48]([F:51])([F:50])[F:49])[C:9]([NH:11][C:12]1[CH:17]=[C:16]([C:18]2[NH:26][C:25]3[C:24]4([CH2:31][CH2:30][CH2:29][NH:28][CH2:27]4)[CH2:23][NH:22][C:21](=[O:32])[C:20]=3[CH:19]=2)[CH:15]=[CH:14][N:13]=1)=[O:10])(=[O:4])[CH:2]=[CH2:3]. (6) Given the reactants [N+:1]([C:4]1[CH:21]=[CH:20][CH:19]=[CH:18][C:5]=1[C:6]([NH:8][NH:9][C:10](=O)[C:11]1[CH:16]=[CH:15][CH:14]=[CH:13][N:12]=1)=O)([O-:3])=[O:2].P12(SP3(SP(SP(S3)(S1)=S)(=S)S2)=S)=[S:23].O.CCOC(C)=O, predict the reaction product. The product is: [N+:1]([C:4]1[CH:21]=[CH:20][CH:19]=[CH:18][C:5]=1[C:6]1[S:23][C:10]([C:11]2[CH:16]=[CH:15][CH:14]=[CH:13][N:12]=2)=[N:9][N:8]=1)([O-:3])=[O:2]. (7) Given the reactants [OH-].[K+].[SH:3][C:4]1[N:8]=[CH:7][NH:6][N:5]=1.Cl[CH:10]([C:14](=[O:16])[CH3:15])[C:11](=[O:13])[CH3:12], predict the reaction product. The product is: [CH3:15][C:14](=[O:16])[CH:10]([S:3][C:4]1[N:8]=[CH:7][NH:6][N:5]=1)[C:11](=[O:13])[CH3:12].